From a dataset of Peptide-MHC class II binding affinity with 134,281 pairs from IEDB. Regression. Given a peptide amino acid sequence and an MHC pseudo amino acid sequence, predict their binding affinity value. This is MHC class II binding data. The peptide sequence is NELQIVDKIDAAFKI. The MHC is DRB1_1101 with pseudo-sequence DRB1_1101. The binding affinity (normalized) is 0.312.